Binary Classification. Given a drug SMILES string, predict its activity (active/inactive) in a high-throughput screening assay against a specified biological target. From a dataset of M1 muscarinic receptor agonist screen with 61,833 compounds. (1) The molecule is O1c2c3n4c(C(NCc3ccc2OC1)c1cc2OCOc2cc1)ccc4. The result is 0 (inactive). (2) The drug is FC(F)(COC(=O)CCCC(=O)Nc1ccc(OC)cc1)C(F)F. The result is 0 (inactive). (3) The compound is O(c1ccc(C2n3[nH]c(nc3=NC(=C2)c2ccccc2)CCCO)cc1)C. The result is 1 (active). (4) The drug is s1c2cc(NC(=O)Cn3c4c(n(c(=O)n(c4=O)C)C)nc3)ccc2nc1C. The result is 0 (inactive).